This data is from Catalyst prediction with 721,799 reactions and 888 catalyst types from USPTO. The task is: Predict which catalyst facilitates the given reaction. (1) Reactant: CN([CH:4]=[C:5]1[CH2:14][C@@H:13]2[C@H:8]([CH2:9][C@H:10]([NH:18][C:19](=[O:28])[N:20]([CH2:23][CH2:24][N:25]([CH3:27])[CH3:26])[CH2:21][CH3:22])[CH2:11][N:12]2[CH2:15][CH2:16][CH3:17])[CH2:7][C:6]1=O)C.C(O)C.C(=O)(O)O.[NH2:37][C:38]([NH2:40])=[NH:39]. Product: [NH2:39][C:38]1[N:40]=[CH:4][C:5]2[CH2:14][C@H:13]3[N:12]([CH2:15][CH2:16][CH3:17])[CH2:11][C@@H:10]([NH:18][C:19](=[O:28])[N:20]([CH2:23][CH2:24][N:25]([CH3:27])[CH3:26])[CH2:21][CH3:22])[CH2:9][C@@H:8]3[CH2:7][C:6]=2[N:37]=1. The catalyst class is: 6. (2) Reactant: [NH2:1][C:2]1[C:3]([C:7](=[N:9][OH:10])N)=[N:4][O:5][N:6]=1.[ClH:11].[Cl-].[Na+].N([O-])=O.[Na+]. Product: [NH2:1][C:2]1[C:3]([C:7]([Cl:11])=[N:9][OH:10])=[N:4][O:5][N:6]=1. The catalyst class is: 211.